Dataset: Full USPTO retrosynthesis dataset with 1.9M reactions from patents (1976-2016). Task: Predict the reactants needed to synthesize the given product. (1) Given the product [Cl:1][C:2]1[CH:7]=[CH:6][C:5]([C:8]2[N:9]([C:25]3[CH:30]=[CH:29][CH:28]=[CH:27][C:26]=3[Cl:31])[N:10]=[C:11]3[C:17](=[O:18])[N:16]([CH2:36][C:35]([F:46])([F:45])[F:34])[CH2:15][CH2:14][NH:13][C:12]=23)=[CH:4][CH:3]=1, predict the reactants needed to synthesize it. The reactants are: [Cl:1][C:2]1[CH:7]=[CH:6][C:5]([C:8]2[N:9]([C:25]3[CH:30]=[CH:29][CH:28]=[CH:27][C:26]=3[Cl:31])[N:10]=[C:11]3[C:17](=[O:18])[NH:16][CH2:15][CH2:14][N:13](C(=O)C(F)(F)F)[C:12]=23)=[CH:4][CH:3]=1.[H-].[Na+].[F:34][C:35]([F:46])([F:45])[CH2:36]OS(C(F)(F)F)(=O)=O. (2) Given the product [C:1]([O:5][C:6](=[O:19])[NH:7][CH2:8][C:9]1[CH:14]=[C:13]([CH2:15][N:22]2[CH2:23][CH2:24][CH:25]([O:30][CH3:28])[CH2:26][CH2:27]2)[CH:12]=[C:11]([Cl:17])[C:10]=1[F:18])([CH3:4])([CH3:3])[CH3:2], predict the reactants needed to synthesize it. The reactants are: [C:1]([O:5][C:6](=[O:19])[NH:7][CH2:8][C:9]1[CH:14]=[C:13]([CH:15]=O)[CH:12]=[C:11]([Cl:17])[C:10]=1[F:18])([CH3:4])([CH3:3])[CH3:2].CO[N:22]1[CH2:27][CH2:26][CH2:25][CH2:24][CH2:23]1.[C:28](O)(=[O:30])C.C(O[BH-](OC(=O)C)OC(=O)C)(=O)C.[Na+]. (3) Given the product [C:7]([C:5]1[S:4][C:3]([C:11]2[S:12][C:13]([C:16]3[S:17][C:18]([C:21]([CH3:24])([CH3:23])[CH3:22])=[CH:19][CH:20]=3)=[CH:14][CH:15]=2)=[C:2]([C:41]2[C:40]([F:46])([F:45])[C:39]([F:47])([F:48])[C:38]([F:37])([F:49])[C:42]=2[F:43])[CH:6]=1)([CH3:10])([CH3:9])[CH3:8], predict the reactants needed to synthesize it. The reactants are: Br[C:2]1[CH:6]=[C:5]([C:7]([CH3:10])([CH3:9])[CH3:8])[S:4][C:3]=1[C:11]1[S:12][C:13]([C:16]2[S:17][C:18]([C:21]([CH3:24])([CH3:23])[CH3:22])=[CH:19][CH:20]=2)=[CH:14][CH:15]=1.C(=O)=O.CC(C)=O.[Li]CCCC.[F:37][C:38]1([F:49])[C:42]([F:43])=[C:41](F)[C:40]([F:46])([F:45])[C:39]1([F:48])[F:47].Cl. (4) Given the product [CH:21]1([CH2:20][O:19][C:10]2[CH:11]=[C:12]([CH:17]=[CH:18][C:9]=2[OH:8])[C:13]([O:15][CH3:16])=[O:14])[CH2:23][CH2:22]1, predict the reactants needed to synthesize it. The reactants are: C([O:8][C:9]1[CH:18]=[CH:17][C:12]([C:13]([O:15][CH3:16])=[O:14])=[CH:11][C:10]=1[O:19][CH2:20][CH:21]1[CH2:23][CH2:22]1)C1C=CC=CC=1.[H][H]. (5) Given the product [O:1]=[CH:2][C@@H:3]([C@H:5]([C@@H:7]([CH2:9][OH:10])[OH:8])[OH:6])[OH:4], predict the reactants needed to synthesize it. The reactants are: [O:1]=[CH:2][C@@H:3]([C@H:5]([C@@H:7]([C@@H:9](CO)[OH:10])[OH:8])[OH:6])[OH:4].O=C[C@H]([C@@H]([C@@H](CO)O)O)O.O=C[C@H]([C@H]([C@@H]([C@@H](CO)O)O)O)O. (6) Given the product [CH2:29]([N:2]1[CH2:3][CH2:4][CH2:5][C:6]2[CH:11]=[C:10]([O:12][C:13]3[CH:21]=[CH:20][C:16]([C:17]([NH2:19])=[O:18])=[CH:15][N:14]=3)[CH:9]=[CH:8][C:7]=2[CH2:1]1)[CH2:30][CH2:31][CH3:32], predict the reactants needed to synthesize it. The reactants are: [CH2:1]1[C:7]2[CH:8]=[CH:9][C:10]([O:12][C:13]3[CH:21]=[CH:20][C:16]([C:17]([NH2:19])=[O:18])=[CH:15][N:14]=3)=[CH:11][C:6]=2[CH2:5][CH2:4][CH2:3][NH:2]1.C([O-])([O-])=O.[K+].[K+].Br[CH2:29][CH2:30][CH2:31][CH3:32].C(OCC)(=O)C. (7) Given the product [ClH:1].[ClH:1].[NH2:20][C:17]([CH3:18])([CH3:19])[CH2:16][N:15]1[C:11]2[C:10]3[N:9]=[CH:8][C:7]([Br:32])=[CH:6][C:5]=3[N:4]=[C:3]([NH2:2])[C:12]=2[N:13]=[C:14]1[CH2:28][O:29][CH2:30][CH3:31], predict the reactants needed to synthesize it. The reactants are: [ClH:1].[NH2:2][C:3]1[C:12]2[N:13]=[C:14]([CH2:28][O:29][CH2:30][CH3:31])[N:15]([CH2:16][C:17]([NH:20]C(=O)OC(C)(C)C)([CH3:19])[CH3:18])[C:11]=2[C:10]2[N:9]=[CH:8][C:7]([Br:32])=[CH:6][C:5]=2[N:4]=1. (8) Given the product [CH2:16]([NH:19][C:20]1[C:25]([C:26]([NH:1][C:2]2[CH:7]=[CH:6][CH:5]=[C:4]([N:8]([CH3:15])[C:9](=[O:14])[C:10]([F:11])([F:12])[F:13])[CH:3]=2)=[O:27])=[CH:24][N:23]=[C:22]([NH:29][CH2:30][CH2:31][C:32]2[CH:33]=[CH:34][N:35]=[CH:36][CH:37]=2)[N:21]=1)[CH2:17][CH3:18], predict the reactants needed to synthesize it. The reactants are: [NH2:1][C:2]1[CH:3]=[C:4]([N:8]([CH3:15])[C:9](=[O:14])[C:10]([F:13])([F:12])[F:11])[CH:5]=[CH:6][CH:7]=1.[CH2:16]([NH:19][C:20]1[C:25]([C:26](O)=[O:27])=[CH:24][N:23]=[C:22]([NH:29][CH2:30][CH2:31][C:32]2[CH:37]=[CH:36][N:35]=[CH:34][CH:33]=2)[N:21]=1)[CH2:17][CH3:18].Cl.C(N=C=NCCCN(C)C)C.O.ON1C2C=CC=CC=2N=N1.C(=O)([O-])O.[Na+]. (9) Given the product [Cl:1][C:2]1[N:7]=[C:6]([C:8]2[CH:9]=[N:10][N:11]([C:13]3([CH2:26][C:27]#[N:28])[CH2:14][CH2:15][N:16]([S:40]([CH:37]4[CH2:39][CH2:38]4)(=[O:42])=[O:41])[CH2:17][CH2:18]3)[CH:12]=2)[CH:5]=[CH:4][N:3]=1, predict the reactants needed to synthesize it. The reactants are: [Cl:1][C:2]1[N:7]=[C:6]([C:8]2[CH:9]=[N:10][N:11]([C:13]3([CH2:26][C:27]#[N:28])[CH2:18][CH2:17][N:16](C(OC(C)(C)C)=O)[CH2:15][CH2:14]3)[CH:12]=2)[CH:5]=[CH:4][N:3]=1.Cl.C(N(CC)CC)C.[CH:37]1([S:40](Cl)(=[O:42])=[O:41])[CH2:39][CH2:38]1. (10) Given the product [Br:1][C:47]1[C:48]2[C:53](=[CH:52][CH:51]=[N:50][CH:49]=2)[C:44]([NH:43][C:40]2[CH:39]=[CH:38][C:37]([CH:34]([CH3:36])[CH3:35])=[CH:42][CH:41]=2)=[N:45][CH:46]=1, predict the reactants needed to synthesize it. The reactants are: [Br-:1].[Br-].[Br-].C[N+](C)(C)C1C=CC=CC=1.C[N+](C1C=CC=CC=1)(C)C.C[N+](C1C=CC=CC=1)(C)C.[CH:34]([C:37]1[CH:42]=[CH:41][C:40]([NH:43][C:44]2[C:53]3[C:48](=[CH:49][N:50]=[CH:51][CH:52]=3)[CH:47]=[CH:46][N:45]=2)=[CH:39][CH:38]=1)([CH3:36])[CH3:35].